This data is from Catalyst prediction with 721,799 reactions and 888 catalyst types from USPTO. The task is: Predict which catalyst facilitates the given reaction. (1) Reactant: [Cl:1][C:2]1[CH:7]=[CH:6][C:5]([Cl:8])=[CH:4][C:3]=1Cl.[OH-].[Na+].[O-:12]S([O-])=O.[Na+].[Na+]. Product: [Cl:1][C:2]1[CH:7]=[CH:6][C:5]([Cl:8])=[CH:4][C:3]=1[OH:12]. The catalyst class is: 6. (2) Reactant: [NH2:1][C:2]1[N:10]=[CH:9][C:8]([Cl:11])=[CH:7][C:3]=1[C:4]([NH2:6])=[O:5].CN(C)C=O.Br[CH2:18][C:19]1[CH:24]=[C:23]([S:25]([CH3:28])(=[O:27])=[O:26])[CH:22]=[CH:21][C:20]=1[Cl:29].Cl.CO. Product: [ClH:11].[Cl:11][C:8]1[CH:7]=[C:3]([C:4]([NH2:6])=[O:5])[C:2](=[NH:1])[N:10]([CH2:18][C:19]2[CH:24]=[C:23]([S:25]([CH3:28])(=[O:26])=[O:27])[CH:22]=[CH:21][C:20]=2[Cl:29])[CH:9]=1. The catalyst class is: 5. (3) Reactant: [NH2:1][C:2]1[C:3]2[N:4]([C:8]([C@@H:25]3[CH2:28][C@H:27]([CH2:29]OS(C4C=CC(C)=CC=4)(=O)=O)[CH2:26]3)=[N:9][C:10]=2[C:11]2[CH:16]=[CH:15][CH:14]=[C:13]([O:17][CH2:18][C:19]3[CH:24]=[CH:23][CH:22]=[CH:21][CH:20]=3)[CH:12]=2)[CH:5]=[CH:6][N:7]=1.[N-:41]=[N+:42]=[N-:43].[Na+]. Product: [N:41]([CH2:29][C@@H:27]1[CH2:28][C@H:25]([C:8]2[N:4]3[CH:5]=[CH:6][N:7]=[C:2]([NH2:1])[C:3]3=[C:10]([C:11]3[CH:16]=[CH:15][CH:14]=[C:13]([O:17][CH2:18][C:19]4[CH:24]=[CH:23][CH:22]=[CH:21][CH:20]=4)[CH:12]=3)[N:9]=2)[CH2:26]1)=[N+:42]=[N-:43]. The catalyst class is: 18. (4) Reactant: [CH:1]1[CH:2]=[CH:3][C:4]2N(O)N=N[C:5]=2[CH:6]=1.[C:11]([O:14]C(=O)C)(=O)[CH3:12].[N:18]1C=CC=C[CH:19]=1. Product: [CH2:19]([NH:18][C:11](=[O:14])[CH3:12])[C:5]1[CH:4]=[CH:3][CH:2]=[CH:1][CH:6]=1. The catalyst class is: 2. (5) Reactant: [F:1][C:2]1[CH:10]=[CH:9][C:8]([CH3:11])=[CH:7][C:3]=1[C:4]([OH:6])=O.S(Cl)(Cl)=O.[OH:16][CH2:17][CH:18]1[NH:23][CH2:22][CH2:21][N:20]([C:24]([O:26][C:27]([CH3:30])([CH3:29])[CH3:28])=[O:25])[CH2:19]1.C(N(CC)CC)C. Product: [F:1][C:2]1[CH:10]=[CH:9][C:8]([CH3:11])=[CH:7][C:3]=1[C:4]([N:23]1[CH2:22][CH2:21][N:20]([C:24]([O:26][C:27]([CH3:28])([CH3:29])[CH3:30])=[O:25])[CH2:19][CH:18]1[CH2:17][OH:16])=[O:6]. The catalyst class is: 30. (6) Reactant: [ClH:1].[C:2]([CH2:4][C:5]1([N:16]2[CH:20]=[C:19]([B:21]3[O:25][C:24]([CH3:27])([CH3:26])[C:23]([CH3:29])([CH3:28])[O:22]3)[CH:18]=[N:17]2)[CH2:8][N:7](C(OC(C)(C)C)=O)[CH2:6]1)#[N:3]. Product: [ClH:1].[CH3:28][C:23]1([CH3:29])[C:24]([CH3:26])([CH3:27])[O:25][B:21]([C:19]2[CH:18]=[N:17][N:16]([C:5]3([CH2:4][C:2]#[N:3])[CH2:6][NH:7][CH2:8]3)[CH:20]=2)[O:22]1.[ClH:1]. The catalyst class is: 258. (7) Reactant: [N+:1]([C:4]1[CH:5]=[C:6]([C:10]2[S:11][C:12]([C:15]3[CH:20]=[CH:19][C:18]([CH3:21])=[CH:17][CH:16]=3)=[N:13][N:14]=2)[CH:7]=[CH:8][CH:9]=1)([O-:3])=[O:2].C1C(=O)N([Br:29])C(=O)C1. Product: [N+:1]([C:4]1[CH:5]=[C:6]([C:10]2[S:11][C:12]([C:15]3[CH:16]=[CH:17][C:18]([CH2:21][Br:29])=[CH:19][CH:20]=3)=[N:13][N:14]=2)[CH:7]=[CH:8][CH:9]=1)([O-:3])=[O:2]. The catalyst class is: 53. (8) Reactant: [Cl:1][C:2](=[O:7])[CH2:3][C:4]([O-:6])=O.[NH2:8][CH:9]1[CH2:13][CH2:12][N:11]([C:14]([O:16][C:17]([CH3:20])([CH3:19])[CH3:18])=[O:15])[CH2:10]1.CCN(C(C)C)C(C)C.[Li+].[OH-]. The catalyst class is: 232. Product: [Cl:1][C:2](=[O:7])[CH2:3][C:4]([NH:8][CH:9]1[CH2:13][CH2:12][N:11]([C:14]([O:16][C:17]([CH3:20])([CH3:19])[CH3:18])=[O:15])[CH2:10]1)=[O:6]. (9) Reactant: Cl[C:2]1[CH:7]=[CH:6][N:5]=[CH:4][C:3]=1[C:8]#[N:9].[CH:10]1([NH2:13])[CH2:12][CH2:11]1.C(=O)([O-])[O-].[K+].[K+]. Product: [CH:10]1([NH:13][C:2]2[C:3]([C:8]#[N:9])=[CH:4][N:5]=[CH:6][CH:7]=2)[CH2:12][CH2:11]1. The catalyst class is: 32. (10) The catalyst class is: 2. Product: [CH3:1][S:2]([O:20][CH:18]1[CH2:17][CH2:16][O:15][CH:14]([C:11]2[CH:10]=[CH:9][C:8]([C:7]([F:6])([F:21])[F:22])=[CH:13][N:12]=2)[CH2:19]1)(=[O:4])=[O:3]. Reactant: [CH3:1][S:2](Cl)(=[O:4])=[O:3].[F:6][C:7]([F:22])([F:21])[C:8]1[CH:9]=[CH:10][C:11]([CH:14]2[CH2:19][CH:18]([OH:20])[CH2:17][CH2:16][O:15]2)=[N:12][CH:13]=1.